Dataset: Reaction yield outcomes from USPTO patents with 853,638 reactions. Task: Predict the reaction yield, written as a fraction of the theoretical maximum amount of product (1.0 means a 100% yield; for example, 0.34 means a 34% yield). (1) The reactants are F[C:2]1[CH:9]=[C:8]([F:10])[CH:7]=[C:6]([F:11])[C:3]=1[CH:4]=O.C(=O)([O-])[O-].[K+].[K+].[C:18]([O:22][CH2:23][CH3:24])(=[O:21])[CH2:19][SH:20].O. The catalyst is CN(C)C=O. The product is [F:11][C:6]1[C:3]2[CH:4]=[C:19]([C:18]([O:22][CH2:23][CH3:24])=[O:21])[S:20][C:2]=2[CH:9]=[C:8]([F:10])[CH:7]=1. The yield is 0.290. (2) The reactants are [Na].[C:2]([O:8][CH3:9])(=[O:7])[CH2:3][C:4]([CH3:6])=[O:5].Br[CH2:11][C:12]1[CH:17]=[CH:16][CH:15]=[C:14]([CH2:18][O:19][CH3:20])[CH:13]=1. The catalyst is CO. The product is [CH3:20][O:19][CH2:18][C:14]1[CH:13]=[C:12]([CH:17]=[CH:16][CH:15]=1)[CH2:11][CH:3]([C:4](=[O:5])[CH3:6])[C:2]([O:8][CH3:9])=[O:7]. The yield is 0.850.